From a dataset of Catalyst prediction with 721,799 reactions and 888 catalyst types from USPTO. Predict which catalyst facilitates the given reaction. (1) Reactant: CCCC[N+](CCCC)(CCCC)CCCC.[F-].[CH3:19][C:20]1[C:24]([CH:25]([OH:38])[C:26]#[C:27][Si](C(C)C)(C(C)C)C(C)C)=[C:23]([CH3:39])[O:22][N:21]=1. Product: [CH3:19][C:20]1[C:24]([CH:25]([OH:38])[C:26]#[CH:27])=[C:23]([CH3:39])[O:22][N:21]=1. The catalyst class is: 1. (2) Reactant: C(Cl)CCl.C1C=CC2N(O)N=NC=2C=1.[C:15]([C:17]1[CH:22]=[CH:21][C:20]([C:23]2[CH:24]=[N:25][N:26]([C:29]3[CH:37]=[CH:36][C:32]([C:33]([OH:35])=O)=[CH:31][N:30]=3)[C:27]=2[OH:28])=[C:19]([CH3:38])[CH:18]=1)#[N:16].[CH3:39][N:40]1[CH2:45][CH2:44][NH:43][CH2:42][CH2:41]1.CCN(C(C)C)C(C)C.Cl. Product: [OH:28][C:27]1[N:26]([C:29]2[CH:37]=[CH:36][C:32]([C:33]([N:43]3[CH2:44][CH2:45][N:40]([CH3:39])[CH2:41][CH2:42]3)=[O:35])=[CH:31][N:30]=2)[N:25]=[CH:24][C:23]=1[C:20]1[CH:21]=[CH:22][C:17]([C:15]#[N:16])=[CH:18][C:19]=1[CH3:38]. The catalyst class is: 618.